From a dataset of Catalyst prediction with 721,799 reactions and 888 catalyst types from USPTO. Predict which catalyst facilitates the given reaction. (1) Reactant: COC1O[C@H:14]([CH2:16][Cl:17])[C@@H:9]([O:10][C:11](=[O:13])[CH3:12])[C@H]1OC(=O)C.C([O:21][CH:22]([CH3:24])C)(C)C.[C:25]([O:28][C:29](=[O:31])[CH3:30])(=[O:27])[CH3:26].N1C=CC=CC=1.S(=O)(=O)(O)[OH:39]. Product: [C:25]([O:28][CH:29]1[O:31][C@H:14]([CH2:16][Cl:17])[C@@H:9]([O:10][C:11](=[O:13])[CH3:12])[C@H:30]1[O:21][C:22](=[O:39])[CH3:24])(=[O:27])[CH3:26]. The catalyst class is: 389. (2) Reactant: [CH3:1][C@H:2]1[CH2:6][CH2:5][CH2:4][N:3]1[C@H:7]1[CH2:11][CH2:10][N:9]([C:12]2[CH:13]=[C:14]3[C:19](=[CH:20][CH:21]=2)[CH2:18][NH:17][CH2:16][CH2:15]3)[CH2:8]1.[CH3:22][O:23][C:24]1[CH:32]=[CH:31][C:27]([C:28](Cl)=[O:29])=[CH:26][CH:25]=1.C(N(CC)CC)C. The catalyst class is: 2. Product: [CH3:22][O:23][C:24]1[CH:32]=[CH:31][C:27]([C:28]([N:17]2[CH2:16][CH2:15][C:14]3[C:19](=[CH:20][CH:21]=[C:12]([N:9]4[CH2:10][CH2:11][C@H:7]([N:3]5[CH2:4][CH2:5][CH2:6][C@@H:2]5[CH3:1])[CH2:8]4)[CH:13]=3)[CH2:18]2)=[O:29])=[CH:26][CH:25]=1. (3) Reactant: Cl[C:2]([C:4]1[CH:9]=[CH:8][CH:7]=[CH:6][C:5]=1[C:10]1[CH:11]=[C:12]2[C:17](=[CH:18][CH:19]=1)[C@H:16]([NH:20][C:21](=[O:27])[O:22][C:23]([CH3:26])([CH3:25])[CH3:24])[CH2:15][CH2:14][CH2:13]2)=[O:3].C(Cl)Cl.CC[N:33](CC)[CH2:34][CH3:35].C([NH2:41])(=O)C. Product: [CH3:35][C:34]1[N:41]=[C:2]([C:4]2[CH:9]=[CH:8][CH:7]=[CH:6][C:5]=2[C:10]2[CH:11]=[C:12]3[C:17](=[CH:18][CH:19]=2)[C@H:16]([NH:20][C:21](=[O:27])[O:22][C:23]([CH3:26])([CH3:25])[CH3:24])[CH2:15][CH2:14][CH2:13]3)[O:3][N:33]=1. The catalyst class is: 11.